This data is from Catalyst prediction with 721,799 reactions and 888 catalyst types from USPTO. The task is: Predict which catalyst facilitates the given reaction. (1) Reactant: [CH3:1][CH:2]([CH3:8])[CH:3]=[CH:4][C:5](=[O:7])[CH3:6].[Si:9](OS(C(F)(F)F)(=O)=O)([CH2:14][CH3:15])([CH2:12][CH3:13])[CH2:10][CH3:11].CCN(CC)CC. Product: [CH2:10]([Si:9]([CH2:14][CH3:15])([CH2:12][CH3:13])[O:7][C:5](/[CH:4]=[CH:3]/[CH:2]([CH3:8])[CH3:1])=[CH2:6])[CH3:11]. The catalyst class is: 28. (2) Reactant: Br[C:2]1[CH:3]=[CH:4][C:5]2[N:6]([C:8]([C:11]3[CH:18]=[CH:17][C:14]([C:15]#[N:16])=[CH:13][CH:12]=3)=[CH:9][N:10]=2)[CH:7]=1.[Cl:19][C:20]1[CH:21]=[C:22](B(O)O)[CH:23]=[CH:24][C:25]=1[C:26]([O:28][CH2:29][CH3:30])=[O:27].[O-]P([O-])([O-])=O.[K+].[K+].[K+]. Product: [Cl:19][C:20]1[CH:21]=[C:22]([C:2]2[CH:3]=[CH:4][C:5]3[N:6]([C:8]([C:11]4[CH:18]=[CH:17][C:14]([C:15]#[N:16])=[CH:13][CH:12]=4)=[CH:9][N:10]=3)[CH:7]=2)[CH:23]=[CH:24][C:25]=1[C:26]([O:28][CH2:29][CH3:30])=[O:27]. The catalyst class is: 70.